The task is: Predict which catalyst facilitates the given reaction.. This data is from Catalyst prediction with 721,799 reactions and 888 catalyst types from USPTO. (1) Reactant: [N+:1]([C:4]1[CH:12]=[CH:11][CH:10]=[CH:9][C:5]=1[C:6]([OH:8])=O)([O-:3])=[O:2].ON1C2C=CC=CC=2N=N1.C(N=C=NCCCN(C)C)C.[CH3:34][C:35]1[CH:40]=[CH:39][CH:38]=[C:37]([C:41]#[C:42][CH:43]=[C:44]2[CH2:49][CH2:48][NH:47][CH2:46][CH2:45]2)[N:36]=1. Product: [CH3:34][C:35]1[CH:40]=[CH:39][CH:38]=[C:37]([C:41]#[C:42][CH:43]=[C:44]2[CH2:45][CH2:46][N:47]([C:6](=[O:8])[C:5]3[CH:9]=[CH:10][CH:11]=[CH:12][C:4]=3[N+:1]([O-:3])=[O:2])[CH2:48][CH2:49]2)[N:36]=1. The catalyst class is: 59. (2) Reactant: [CH3:1][O:2][CH2:3][CH2:4][NH2:5].Cl[C:7]1[C:16](=[O:17])[C:15]2[C:10](=[CH:11][CH:12]=[CH:13][CH:14]=2)[C:9](=[O:18])[C:8]=1[NH:19][C:20](=[O:22])[CH3:21].O. Product: [CH3:1][O:2][CH2:3][CH2:4][NH:5][C:7]1[C:16](=[O:17])[C:15]2[C:10](=[CH:11][CH:12]=[CH:13][CH:14]=2)[C:9](=[O:18])[C:8]=1[NH:19][C:20](=[O:22])[CH3:21]. The catalyst class is: 48. (3) The catalyst class is: 23. Reactant: C1C(=O)N([Br:8])C(=O)C1.[N:9]1[CH:13]=[C:12]([C:14]([O:16][CH2:17][CH3:18])=[O:15])[NH:11][CH:10]=1. Product: [CH2:17]([O:16][C:14]([C:12]1[NH:11][CH:10]=[N:9][C:13]=1[Br:8])=[O:15])[CH3:18].[N:9]1[CH:13]=[C:12]([C:14]([O:16][CH2:17][CH3:18])=[O:15])[NH:11][CH:10]=1.